Dataset: HIV replication inhibition screening data with 41,000+ compounds from the AIDS Antiviral Screen. Task: Binary Classification. Given a drug SMILES string, predict its activity (active/inactive) in a high-throughput screening assay against a specified biological target. (1) The drug is C=CS(=O)(=O)c1c2cc(OC)ccc2nc2ccc(OC)cc12. The result is 0 (inactive). (2) The molecule is O=C(Nc1ccc(CC2=NCCCN2)cc1)c1ccc(C(=O)Nc2ccc(CC3=NCCCN3)cc2)cc1. The result is 0 (inactive). (3) The molecule is CC1CCSC(N(C(=O)N(C)c2ccccc2)c2ccccc2)=N1. The result is 0 (inactive). (4) The drug is CC1C(c2ccccc2)O[Si](C(C)(C)C)(C(C)(C)C)C1C. The result is 0 (inactive). (5) The compound is Cc1cn(C2OC(CO)(C(F)(F)F)C(O)C2O)c(=O)[nH]c1=O. The result is 0 (inactive). (6) The drug is CCC(=O)C(CCN1CCC2(CCCc3ccccc32)CC1)(c1ccccc1)c1ccccc1.O=C(O)C(=O)O. The result is 0 (inactive). (7) The molecule is CCCCCCCCCC1(N=[N+]=[N-])C(=O)c2ccccc2N(C)C1=O. The result is 0 (inactive). (8) The drug is CCOC(=O)C(=NOC)C(O)C(F)(F)F. The result is 0 (inactive). (9) The molecule is Cn1c(=O)c2nc3c(nc2n(C)c1=O)oc1ccccc13. The result is 0 (inactive).